This data is from Full USPTO retrosynthesis dataset with 1.9M reactions from patents (1976-2016). The task is: Predict the reactants needed to synthesize the given product. The reactants are: [Br-].C1([P+](C2C=CC=CC=2)(C2C=CC=CC=2)[CH2:9][C:10]#[C:11][Si:12]([CH3:15])([CH3:14])[CH3:13])C=CC=CC=1.[CH:28]1(/[C:32](/C2C=CC=CC=2)=[C:33](/[C:50]2[CH:57]=[CH:56][C:53]([CH:54]=O)=[CH:52][CH:51]=2)\[C:34]2[CH:35]=[C:36]3[C:40](=[CH:41][CH:42]=2)[N:39]([CH:43]2[CH2:48][CH2:47][CH2:46][CH2:45][O:44]2)[N:38]=[C:37]3[F:49])[CH2:31][CH2:30][CH2:29]1. Given the product [CH:28]1(/[C:32](/[C:34]2[CH:35]=[CH:36][CH:40]=[CH:41][CH:42]=2)=[C:33](\[C:34]2[CH:35]=[C:36]3[C:40](=[CH:41][CH:42]=2)[N:39]([CH:43]2[CH2:48][CH2:47][CH2:46][CH2:45][O:44]2)[N:38]=[C:37]3[F:49])/[C:50]2[CH:57]=[CH:56][C:53](/[CH:54]=[CH:9]/[C:10]#[C:11][Si:12]([CH3:15])([CH3:13])[CH3:14])=[CH:52][CH:51]=2)[CH2:31][CH2:30][CH2:29]1, predict the reactants needed to synthesize it.